Dataset: Catalyst prediction with 721,799 reactions and 888 catalyst types from USPTO. Task: Predict which catalyst facilitates the given reaction. (1) Reactant: [N:1]([C:4]1[CH:18]=[CH:17][C:16]([CH:19]=[CH:20][C:21]2[C:22]([CH3:34])([CH3:33])[O:23][C:24](=[C:28]([C:31]#[N:32])[C:29]#[N:30])[C:25]=2[C:26]#[N:27])=[CH:15][C:5]=1[O:6][CH2:7][CH2:8][CH2:9][CH2:10][CH2:11][C:12]([OH:14])=[O:13])=[N+:2]=[N-:3].O[N:36]1[C:40](=[O:41])[CH2:39][CH2:38][C:37]1=[O:42].C1CCC(N=C=NC2CCCCC2)CC1. Product: [O:42]=[C:37]1[CH2:38][CH2:39][C:40](=[O:41])[N:36]1[O:13][C:12](=[O:14])[CH2:11][CH2:10][CH2:9][CH2:8][CH2:7][O:6][C:5]1[CH:15]=[C:16]([CH:19]=[CH:20][C:21]2[C:22]([CH3:34])([CH3:33])[O:23][C:24](=[C:28]([C:31]#[N:32])[C:29]#[N:30])[C:25]=2[C:26]#[N:27])[CH:17]=[CH:18][C:4]=1[N:1]=[N+:2]=[N-:3]. The catalyst class is: 4. (2) Reactant: C(NC(C)C)(C)C.C([Li])CCC.[Cl:13][C:14]1[S:15][CH:16]=[C:17]([Cl:19])[N:18]=1.[CH3:20][N:21]([CH3:25])[C:22](Cl)=[O:23]. Product: [Cl:13][C:14]1[S:15][C:16]([C:22]([N:21]([CH3:25])[CH3:20])=[O:23])=[C:17]([Cl:19])[N:18]=1. The catalyst class is: 20.